Dataset: Full USPTO retrosynthesis dataset with 1.9M reactions from patents (1976-2016). Task: Predict the reactants needed to synthesize the given product. (1) The reactants are: [OH-].[Na+].[CH:3]1([NH:9][C:10]2[C:15]([C:16]([O:18]CC)=[O:17])=[CH:14][N:13]=[C:12]3[NH:21][N:22]=[CH:23][C:11]=23)[CH2:8][CH2:7][CH2:6][CH2:5][CH2:4]1. Given the product [CH:3]1([NH:9][C:10]2[C:15]([C:16]([OH:18])=[O:17])=[CH:14][N:13]=[C:12]3[NH:21][N:22]=[CH:23][C:11]=23)[CH2:4][CH2:5][CH2:6][CH2:7][CH2:8]1, predict the reactants needed to synthesize it. (2) Given the product [F:1][C:2]1[C:3]([O:20][CH3:21])=[C:4]([C@@H:8]([CH2:18][CH3:19])[CH2:9][C@@:10]([C:13]([F:14])([F:15])[F:16])([OH:17])[CH:11]=[N:22][C:23]2[CH:32]=[CH:31][C:30]([F:33])=[C:29]3[C:24]=2[CH:25]=[N:26][C:27]([CH3:34])=[N:28]3)[CH:5]=[CH:6][CH:7]=1, predict the reactants needed to synthesize it. The reactants are: [F:1][C:2]1[C:3]([O:20][CH3:21])=[C:4]([C@H:8]([CH2:18][CH3:19])[CH2:9][C@:10]([OH:17])([C:13]([F:16])([F:15])[F:14])[CH:11]=O)[CH:5]=[CH:6][CH:7]=1.[NH2:22][C:23]1[CH:32]=[CH:31][C:30]([F:33])=[C:29]2[C:24]=1[CH:25]=[N:26][C:27]([CH3:34])=[N:28]2. (3) Given the product [CH2:15]([N:11]1[C:10]2[C:9](=[O:12])[N:7]([CH3:8])[C:6](=[O:13])[N:5]([CH3:14])[C:4]=2[N:3]=[C:2]1[Cl:1])[C:16]1[CH:21]=[CH:20][CH:19]=[CH:18][CH:17]=1, predict the reactants needed to synthesize it. The reactants are: [Cl:1][C:2]1[NH:11][C:10]2[C:9](=[O:12])[N:7]([CH3:8])[C:6](=[O:13])[N:5]([CH3:14])[C:4]=2[N:3]=1.[CH2:15](Br)[C:16]1[CH:21]=[CH:20][CH:19]=[CH:18][CH:17]=1.C(=O)([O-])[O-].[K+].[K+].